This data is from Catalyst prediction with 721,799 reactions and 888 catalyst types from USPTO. The task is: Predict which catalyst facilitates the given reaction. (1) Reactant: [N:1]1[N:5]2[C:6]3[CH:14]=[CH:13][CH:12]=[CH:11][C:7]=3[O:8][CH2:9][CH2:10][C:4]2=[N:3][C:2]=1[C:15]([OH:17])=O.C[N:19](C)C=O.F[P-](F)(F)(F)(F)F.C[N+](C)=C(N(C)C)ON1C2N=CC=CC=2N=N1.ClC1C=CC2N=NN(O)C=2C=1.[Cl-].[NH4+].C(N(CC)C(C)C)(C)C. Product: [N:1]1[N:5]2[C:6]3[CH:14]=[CH:13][CH:12]=[CH:11][C:7]=3[O:8][CH2:9][CH2:10][C:4]2=[N:3][C:2]=1[C:15]([NH2:19])=[O:17]. The catalyst class is: 47. (2) Reactant: [H-].[K+].[N+:3]([CH2:5][C:6]([O:8][CH2:9][CH3:10])=[O:7])#[C-:4].[C:11]([O:15][CH2:16][CH3:17])(=[O:14])[C:12]#[CH:13].Cl. Product: [NH:3]1[CH:4]=[C:12]([C:11]([O:15][CH2:16][CH3:17])=[O:14])[CH:13]=[C:5]1[C:6]([O:8][CH2:9][CH3:10])=[O:7]. The catalyst class is: 237.